Dataset: Reaction yield outcomes from USPTO patents with 853,638 reactions. Task: Predict the reaction yield, written as a fraction of the theoretical maximum amount of product (1.0 means a 100% yield; for example, 0.34 means a 34% yield). (1) The reactants are C=[C:2]1[CH2:7][CH2:6][CH:5]([C:8]2[CH:13]=[C:12]([N:14]([CH2:23][O:24][CH2:25][CH2:26][Si:27]([CH3:30])([CH3:29])[CH3:28])[CH2:15][O:16][CH2:17][CH2:18][Si:19]([CH3:22])([CH3:21])[CH3:20])[N:11]3[N:31]=[CH:32][CH:33]=[C:10]3[N:9]=2)[CH2:4][CH2:3]1.N1C(C)=CC=CC=1C.O.[O-:43]S([O-])(=S)=O.[Na+].[Na+]. The catalyst is O1CCOCC1.O=[Os](=O)(=O)=O. The product is [CH3:30][Si:27]([CH3:29])([CH3:28])[CH2:26][CH2:25][O:24][CH2:23][N:14]([CH2:15][O:16][CH2:17][CH2:18][Si:19]([CH3:20])([CH3:21])[CH3:22])[C:12]1[N:11]2[N:31]=[CH:32][CH:33]=[C:10]2[N:9]=[C:8]([CH:5]2[CH2:4][CH2:3][C:2](=[O:43])[CH2:7][CH2:6]2)[CH:13]=1. The yield is 0.730. (2) The reactants are C([O:3][C:4](=[O:29])[CH2:5][S:6][C:7]1[S:11][C:10]([NH:12][C:13]([N:15]([CH:24]2[CH2:28][CH2:27][CH2:26][CH2:25]2)[C@H:16]2[CH2:21][CH2:20][C@H:19]([O:22][CH3:23])[CH2:18][CH2:17]2)=[O:14])=[N:9][CH:8]=1)C.[OH-].[Na+]. The catalyst is C(#N)C. The product is [CH:24]1([N:15]([C@H:16]2[CH2:17][CH2:18][C@H:19]([O:22][CH3:23])[CH2:20][CH2:21]2)[C:13](=[O:14])[NH:12][C:10]2[S:11][C:7]([S:6][CH2:5][C:4]([OH:29])=[O:3])=[CH:8][N:9]=2)[CH2:25][CH2:26][CH2:27][CH2:28]1. The yield is 0.640.